The task is: Predict hERG channel inhibition at various concentrations.. This data is from hERG Central: cardiac toxicity at 1µM, 10µM, and general inhibition. (1) The drug is CCNc1nc(NCC)nc(N/N=C/c2ccc(Br)cc2)n1. Results: hERG_inhib (hERG inhibition (general)): blocker. (2) The molecule is CCOc1ccc(CC(=O)Nc2cccc(-c3ccc4nnc(C)n4n3)c2)cc1. Results: hERG_inhib (hERG inhibition (general)): blocker.